Predict the reactants needed to synthesize the given product. From a dataset of Full USPTO retrosynthesis dataset with 1.9M reactions from patents (1976-2016). (1) Given the product [F:33][C:2]([F:1])([F:32])[C:3]1[CH:27]=[C:26]([C:28]([F:31])([F:30])[F:29])[CH:25]=[CH:24][C:4]=1[CH2:5][N:6]1[C:14]2[C:9](=[CH:10][C:11]([CH:15]=[C:16]3[S:20][C:19]([N:38]4[CH2:39][CH2:40][N:35]([CH3:34])[CH2:36][CH2:37]4)=[N:18][C:17]3=[O:23])=[CH:12][CH:13]=2)[CH:8]=[N:7]1, predict the reactants needed to synthesize it. The reactants are: [F:1][C:2]([F:33])([F:32])[C:3]1[CH:27]=[C:26]([C:28]([F:31])([F:30])[F:29])[CH:25]=[CH:24][C:4]=1[CH2:5][N:6]1[C:14]2[C:9](=[CH:10][C:11]([CH:15]=[C:16]3[S:20][C:19](SC)=[N:18][C:17]3=[O:23])=[CH:12][CH:13]=2)[CH:8]=[N:7]1.[CH3:34][N:35]1[CH2:40][CH2:39][NH:38][CH2:37][CH2:36]1. (2) Given the product [CH3:1][O:2][CH2:3][CH2:4][O:5][CH2:6][O:7][C:8]1[CH:9]=[CH:10][C:11]([NH2:14])=[CH:12][CH:13]=1, predict the reactants needed to synthesize it. The reactants are: [CH3:1][O:2][CH2:3][CH2:4][O:5][CH2:6][O:7][C:8]1[CH:13]=[CH:12][C:11]([N+:14]([O-])=O)=[CH:10][CH:9]=1.